Dataset: Catalyst prediction with 721,799 reactions and 888 catalyst types from USPTO. Task: Predict which catalyst facilitates the given reaction. (1) Reactant: FC(F)(F)S(O[C:7]1[CH2:12][CH2:11][CH:10]([CH:13]([CH3:19])[C:14]([O:16][CH2:17][CH3:18])=[O:15])[CH2:9][CH:8]=1)(=O)=O.[CH3:22][C:23]1([CH3:39])[C:27]([CH3:29])([CH3:28])[O:26][B:25]([B:25]2[O:26][C:27]([CH3:29])([CH3:28])[C:23]([CH3:39])([CH3:22])[O:24]2)[O:24]1.C([O-])(=O)C.[K+]. Product: [CH3:22][C:23]1([CH3:39])[C:27]([CH3:29])([CH3:28])[O:26][B:25]([C:7]2[CH2:12][CH2:11][CH:10]([CH:13]([CH3:19])[C:14]([O:16][CH2:17][CH3:18])=[O:15])[CH2:9][CH:8]=2)[O:24]1. The catalyst class is: 418. (2) Reactant: [CH3:1][C:2]1([CH3:17])[O:6][B:5]([OH:7])[C:4]2[CH:8]=[C:9](/[CH:12]=[CH:13]/[N+:14]([O-])=O)[CH:10]=[CH:11][C:3]1=2.[ClH:18]. Product: [ClH:18].[NH2:14][CH2:13][CH2:12][C:9]1[CH:10]=[CH:11][C:3]2[C:2]([CH3:1])([CH3:17])[O:6][B:5]([OH:7])[C:4]=2[CH:8]=1. The catalyst class is: 105.